From a dataset of Peptide-MHC class II binding affinity with 134,281 pairs from IEDB. Regression. Given a peptide amino acid sequence and an MHC pseudo amino acid sequence, predict their binding affinity value. This is MHC class II binding data. The peptide sequence is GITIKKTGQALVVGI. The MHC is DRB1_0901 with pseudo-sequence DRB1_0901. The binding affinity (normalized) is 0.638.